From a dataset of Forward reaction prediction with 1.9M reactions from USPTO patents (1976-2016). Predict the product of the given reaction. (1) Given the reactants [Cl:1][C:2]1[C:3](=[O:29])[N:4]([C:9]2[CH:14]=[C:13]([C:15]3[CH:20]=[CH:19][N:18]=[C:17]([NH:21][C:22]4[CH:27]=[CH:26][CH:25]=[C:24]([Cl:28])[CH:23]=4)[N:16]=3)[CH:12]=[CH:11][N:10]=2)[N:5]=[CH:6][C:7]=1Cl.[N-:30]=[N+:31]=[N-:32].[Na+], predict the reaction product. The product is: [N:30]([C:7]1[CH:6]=[N:5][N:4]([C:9]2[CH:14]=[C:13]([C:15]3[CH:20]=[CH:19][N:18]=[C:17]([NH:21][C:22]4[CH:27]=[CH:26][CH:25]=[C:24]([Cl:28])[CH:23]=4)[N:16]=3)[CH:12]=[CH:11][N:10]=2)[C:3](=[O:29])[C:2]=1[Cl:1])=[N+:31]=[N-:32]. (2) The product is: [C:1]([C:4]1[C:22](=[O:23])[C@@:8]2([CH3:24])[C:9]3[C:15]([OH:16])=[CH:14][C:13]([O:17][CH3:18])=[C:12]([C:19]([NH:21][CH2:29][C:28]4[CH:31]=[CH:32][C:33]([CH3:35])=[CH:34][C:27]=4[CH3:26])=[O:20])[C:10]=3[O:11][C:7]2=[CH:6][C:5]=1[OH:25])(=[O:3])[CH3:2]. Given the reactants [C:1]([C:4]1[C:22](=[O:23])[C@@:8]2([CH3:24])[C:9]3[C:15]([OH:16])=[CH:14][C:13]([O:17][CH3:18])=[C:12]([C:19]([NH2:21])=[O:20])[C:10]=3[O:11][C:7]2=[CH:6][C:5]=1[OH:25])(=[O:3])[CH3:2].[CH3:26][C:27]1[CH:34]=[C:33]([CH3:35])[CH:32]=[CH:31][C:28]=1[CH:29]=O.C([SiH](CC)CC)C.FC(F)(F)C(O)=O, predict the reaction product.